From a dataset of TCR-epitope binding with 47,182 pairs between 192 epitopes and 23,139 TCRs. Binary Classification. Given a T-cell receptor sequence (or CDR3 region) and an epitope sequence, predict whether binding occurs between them. (1) The epitope is SSNVANYQK. The TCR CDR3 sequence is CASSQDPAGVGTDTQYF. Result: 0 (the TCR does not bind to the epitope). (2) The epitope is AVFDRKSDAK. The TCR CDR3 sequence is CASSLNGVYMEQYF. Result: 1 (the TCR binds to the epitope). (3) The epitope is EIYKRWII. The TCR CDR3 sequence is CSARDDGTVDYGYTF. Result: 0 (the TCR does not bind to the epitope). (4) The epitope is FQPTNGVGY. The TCR CDR3 sequence is CASTEGREGYNEQFF. Result: 0 (the TCR does not bind to the epitope). (5) The TCR CDR3 sequence is CASSQDQPGQVFWEAFF. Result: 1 (the TCR binds to the epitope). The epitope is YLNTLTLAV. (6) The epitope is RILGAGCFV. The TCR CDR3 sequence is CASSLTPAGAGYGYTF. Result: 1 (the TCR binds to the epitope). (7) The epitope is LPAADLDDF. The TCR CDR3 sequence is CSVQLGLAGTGELFF. Result: 1 (the TCR binds to the epitope).